Dataset: CYP1A2 inhibition data for predicting drug metabolism from PubChem BioAssay. Task: Regression/Classification. Given a drug SMILES string, predict its absorption, distribution, metabolism, or excretion properties. Task type varies by dataset: regression for continuous measurements (e.g., permeability, clearance, half-life) or binary classification for categorical outcomes (e.g., BBB penetration, CYP inhibition). Dataset: cyp1a2_veith. (1) The drug is Nc1ccccc1Oc1ncc(C(F)(F)F)cc1Cl. The result is 1 (inhibitor). (2) The molecule is CC(C)C(NC(=O)C1CCCCC1)C(=O)NC1CCN(Cc2ccccc2)CC1. The result is 0 (non-inhibitor). (3) The compound is c1ccc2c(c1)nnn2CN1CCOCC1. The result is 0 (non-inhibitor). (4) The compound is CC(=O)N1CCC2(CC1)CCN(C(c1ccccc1)c1ccccc1)CC2. The result is 0 (non-inhibitor). (5) The compound is c1cncc(CNc2ccnc(-c3ccc4c(c3)OCO4)n2)c1. The result is 1 (inhibitor).